From a dataset of Catalyst prediction with 721,799 reactions and 888 catalyst types from USPTO. Predict which catalyst facilitates the given reaction. (1) Reactant: [Cl:1][C:2]1[N:3]=[C:4](Cl)[C:5]2[CH:10]=[CH:9][S:8][C:6]=2[N:7]=1.[NH2:12][CH2:13][CH:14]1[CH2:17][N:16]([C:18]([O:20][C:21]([CH3:24])([CH3:23])[CH3:22])=[O:19])[CH2:15]1.C(N(CC)C(C)C)(C)C. Product: [Cl:1][C:2]1[N:3]=[C:4]([NH:12][CH2:13][CH:14]2[CH2:17][N:16]([C:18]([O:20][C:21]([CH3:24])([CH3:23])[CH3:22])=[O:19])[CH2:15]2)[C:5]2[CH:10]=[CH:9][S:8][C:6]=2[N:7]=1. The catalyst class is: 7. (2) Reactant: [C:1]([O:5][C:6](=[O:17])[NH:7][C:8]1[CH:13]=[C:12]([CH3:14])[C:11]([OH:15])=[CH:10][C:9]=1[CH3:16])([CH3:4])([CH3:3])[CH3:2].C(=O)([O-])[O-].[K+].[K+].Br[CH2:25][CH3:26].O. Product: [C:1]([O:5][C:6](=[O:17])[NH:7][C:8]1[CH:13]=[C:12]([CH3:14])[C:11]([O:15][CH2:25][CH3:26])=[CH:10][C:9]=1[CH3:16])([CH3:4])([CH3:3])[CH3:2]. The catalyst class is: 3. (3) Reactant: [F:1][C:2]1[CH:10]=[CH:9][C:8]([N:11]([CH3:20])[S:12]([C:15]2[S:16][CH:17]=[CH:18][CH:19]=2)(=[O:14])=[O:13])=[C:7]2[C:3]=1[CH:4]=[C:5]([C:24]([NH2:26])=O)[N:6]2[CH2:21][O:22][CH3:23].COC1C=CC(P2(SP(C3C=CC(OC)=CC=3)(=S)S2)=[S:36])=CC=1. Product: [F:1][C:2]1[CH:10]=[CH:9][C:8]([N:11]([CH3:20])[S:12]([C:15]2[S:16][CH:17]=[CH:18][CH:19]=2)(=[O:14])=[O:13])=[C:7]2[C:3]=1[CH:4]=[C:5]([C:24](=[S:36])[NH2:26])[N:6]2[CH2:21][O:22][CH3:23]. The catalyst class is: 7. (4) Reactant: [F:1][C:2]1[CH:7]=[CH:6][C:5]([NH:8][CH2:9][C:10]2[CH:11]=[N:12][C:13]([N:16]3[CH2:21][CH2:20][CH2:19][CH2:18][CH2:17]3)=[N:14][CH:15]=2)=[CH:4][CH:3]=1.C(N(CC)CC)C.[CH3:29][C:30]([CH3:35])([CH3:34])[C:31](Cl)=[O:32]. Product: [F:1][C:2]1[CH:7]=[CH:6][C:5]([N:8]([CH2:9][C:10]2[CH:11]=[N:12][C:13]([N:16]3[CH2:17][CH2:18][CH2:19][CH2:20][CH2:21]3)=[N:14][CH:15]=2)[C:31](=[O:32])[C:30]([CH3:35])([CH3:34])[CH3:29])=[CH:4][CH:3]=1. The catalyst class is: 4. (5) Reactant: [CH3:1][O:2][C:3](=[O:51])[CH2:4][CH2:5][NH:6][CH2:7][CH2:8][NH:9][C:10]([C@:12]12[CH2:47][CH2:46][C@@H:45]([C:48]([CH3:50])=[CH2:49])[C@@H:13]1[C@@H:14]1[C@@:27]([CH3:30])([CH2:28][CH2:29]2)[C@@:26]2([CH3:31])[C@@H:17]([C@:18]3([CH3:44])[C@@H:23]([CH2:24][CH2:25]2)[C:22]([CH3:33])([CH3:32])[C:21]([C:34]2[CH:43]=[CH:42][C:37]([C:38]([O:40][CH3:41])=[O:39])=[CH:36][CH:35]=2)=[CH:20][CH2:19]3)[CH2:16][CH2:15]1)=[O:11].I[CH2:53][CH3:54].C(=O)([O-])[O-].[K+].[K+]. Product: [CH2:53]([N:6]([CH2:5][CH2:4][C:3]([O:2][CH3:1])=[O:51])[CH2:7][CH2:8][NH:9][C:10]([C@:12]12[CH2:47][CH2:46][C@@H:45]([C:48]([CH3:50])=[CH2:49])[C@@H:13]1[C@@H:14]1[C@@:27]([CH3:30])([CH2:28][CH2:29]2)[C@@:26]2([CH3:31])[C@@H:17]([C@:18]3([CH3:44])[C@@H:23]([CH2:24][CH2:25]2)[C:22]([CH3:33])([CH3:32])[C:21]([C:34]2[CH:35]=[CH:36][C:37]([C:38]([O:40][CH3:41])=[O:39])=[CH:42][CH:43]=2)=[CH:20][CH2:19]3)[CH2:16][CH2:15]1)=[O:11])[CH3:54]. The catalyst class is: 880. (6) Reactant: C[O:2][C:3](=[O:29])/[CH:4]=[CH:5]/[C:6]1[CH:7]=[C:8]2[C:25](=[CH:26][CH:27]=1)[O:24][C:11]1([CH2:16][CH2:15][N:14](C(OC(C)(C)C)=O)[CH2:13][CH2:12]1)[CH2:10][C:9]2=[O:28].C([O-])([O-])=O.[K+].[K+].[CH:36](I)([CH3:38])[CH3:37]. Product: [CH:36]([N:14]1[CH2:15][CH2:16][C:11]2([CH2:10][C:9](=[O:28])[C:8]3[C:25](=[CH:26][CH:27]=[C:6](/[CH:5]=[CH:4]/[C:3]([OH:2])=[O:29])[CH:7]=3)[O:24]2)[CH2:12][CH2:13]1)([CH3:38])[CH3:37]. The catalyst class is: 10.